From a dataset of Full USPTO retrosynthesis dataset with 1.9M reactions from patents (1976-2016). Predict the reactants needed to synthesize the given product. (1) The reactants are: Cl[C:2]1[N:10]=[C:9](Cl)[CH:8]=[CH:7][C:3]=1[C:4]([NH2:6])=[O:5].[CH3:12][C@H:13]1[CH2:18][N:17]([C:19]2[N:24]=[CH:23][C:22]([NH2:25])=[CH:21][CH:20]=2)[CH2:16][C@@H:15]([CH3:26])[O:14]1.C(O[C:32](=[O:39])[NH:33][C@H:34]1[CH2:38][CH2:37][NH:36][CH2:35]1)(C)(C)C.[C:40](O)(=O)[CH:41]=C. Given the product [C:32]([NH:33][C@H:34]1[CH2:38][CH2:37][N:36]([C:9]2[CH:8]=[CH:7][C:3]([C:4]([NH2:6])=[O:5])=[C:2]([NH:25][C:22]3[CH:23]=[N:24][C:19]([N:17]4[CH2:16][C@H:15]([CH3:26])[O:14][C@H:13]([CH3:12])[CH2:18]4)=[CH:20][CH:21]=3)[N:10]=2)[CH2:35]1)(=[O:39])[CH:40]=[CH2:41], predict the reactants needed to synthesize it. (2) The reactants are: [NH:1]1[C:9]2[C:4](=[CH:5][C:6]([NH2:10])=[CH:7][CH:8]=2)[CH:3]=[CH:2]1.Br[C:12]1[CH:21]=[CH:20][C:19]([Cl:22])=[CH:18][C:13]=1[C:14]([O:16][CH3:17])=[O:15].C(=O)([O-])[O-].[Cs+].[Cs+].C1(C)C=CC=CC=1. Given the product [NH:1]1[C:9]2[C:4](=[CH:5][C:6]([NH:10][C:12]3[CH:21]=[CH:20][C:19]([Cl:22])=[CH:18][C:13]=3[C:14]([O:16][CH3:17])=[O:15])=[CH:7][CH:8]=2)[CH:3]=[CH:2]1, predict the reactants needed to synthesize it.